From a dataset of Reaction yield outcomes from USPTO patents with 853,638 reactions. Predict the reaction yield, written as a fraction of the theoretical maximum amount of product (1.0 means a 100% yield; for example, 0.34 means a 34% yield). The reactants are [NH:1]1[CH2:6][CH2:5][CH:4]([N:7]2[C:11]3[CH:12]=[CH:13][CH:14]=[CH:15][C:10]=3[N:9]=[C:8]2[C@@H:16]([NH:18][C:19]2[N:27]=[CH:26][N:25]=[C:24]3[C:20]=2[N:21]=[CH:22][NH:23]3)[CH3:17])[CH2:3][CH2:2]1.CCN(C(C)C)C(C)C.[C:37](Cl)(=[O:39])[CH3:38]. The yield is 0.190. The catalyst is C1COCC1.C(Cl)Cl. The product is [N:27]1[C:19]([NH:18][C@H:16]([C:8]2[N:7]([CH:4]3[CH2:5][CH2:6][N:1]([C:37](=[O:39])[CH3:38])[CH2:2][CH2:3]3)[C:11]3[CH:12]=[CH:13][CH:14]=[CH:15][C:10]=3[N:9]=2)[CH3:17])=[C:20]2[C:24]([NH:23][CH:22]=[N:21]2)=[N:25][CH:26]=1.